Dataset: Catalyst prediction with 721,799 reactions and 888 catalyst types from USPTO. Task: Predict which catalyst facilitates the given reaction. Reactant: Cl.[C:2]1([C:8]2[CH:9]=[C:10]([CH2:17][O:18][C:19]3[CH:20]=[C:21]4[C:25](=[CH:26][CH:27]=3)[NH:24][CH2:23][CH2:22]4)[S:11][C:12]=2[C:13]([F:16])([F:15])[F:14])[CH:7]=[CH:6][CH:5]=[CH:4][CH:3]=1.[CH2:28]([O:30][C:31](=[O:39])[CH2:32][CH2:33][CH2:34][CH2:35][C:36](O)=[O:37])[CH3:29].CCN=C=NCCCN(C)C.Cl.C1C=CC2N(O)N=NC=2C=1. Product: [CH2:28]([O:30][C:31](=[O:39])[CH2:32][CH2:33][CH2:34][CH2:35][C:36](=[O:37])[N:24]1[C:25]2[C:21](=[CH:20][C:19]([O:18][CH2:17][C:10]3[S:11][C:12]([C:13]([F:16])([F:14])[F:15])=[C:8]([C:2]4[CH:3]=[CH:4][CH:5]=[CH:6][CH:7]=4)[CH:9]=3)=[CH:27][CH:26]=2)[CH2:22][CH2:23]1)[CH3:29]. The catalyst class is: 3.